This data is from Full USPTO retrosynthesis dataset with 1.9M reactions from patents (1976-2016). The task is: Predict the reactants needed to synthesize the given product. Given the product [F:31][C:28]1[CH:29]=[CH:30][C:25]([C:22]2[CH:23]=[CH:24][C:19]([O:18][CH2:17][CH2:16][C:14]3[N:15]=[C:11]([S:10][C:7]([CH3:9])([CH3:8])[C:6]([OH:32])=[O:5])[S:12][CH:13]=3)=[N:20][CH:21]=2)=[CH:26][CH:27]=1, predict the reactants needed to synthesize it. The reactants are: C([O:5][C:6](=[O:32])[C:7]([S:10][C:11]1[S:12][CH:13]=[C:14]([CH2:16][CH2:17][O:18][C:19]2[CH:24]=[CH:23][C:22]([C:25]3[CH:30]=[CH:29][C:28]([F:31])=[CH:27][CH:26]=3)=[CH:21][N:20]=2)[N:15]=1)([CH3:9])[CH3:8])(C)(C)C.FC(F)(F)C(O)=O.